Dataset: Reaction yield outcomes from USPTO patents with 853,638 reactions. Task: Predict the reaction yield, written as a fraction of the theoretical maximum amount of product (1.0 means a 100% yield; for example, 0.34 means a 34% yield). The reactants are [CH3:1][O:2][C:3]1[CH:8]=[C:7]([O:9][CH3:10])[C:6]([C:11]([F:14])([F:13])[F:12])=[CH:5][C:4]=1[N+:15]([O-])=O. The catalyst is CCO.CCOC(C)=O.[Pd]. The product is [CH3:1][O:2][C:3]1[CH:8]=[C:7]([O:9][CH3:10])[C:6]([C:11]([F:12])([F:14])[F:13])=[CH:5][C:4]=1[NH2:15]. The yield is 0.930.